This data is from Catalyst prediction with 721,799 reactions and 888 catalyst types from USPTO. The task is: Predict which catalyst facilitates the given reaction. (1) Product: [CH3:12][NH:13]/[N:14]=[CH:4]/[C:3]1[C:2]([F:1])=[CH:9][C:8]([F:10])=[CH:7][C:6]=1[F:11]. The catalyst class is: 8. Reactant: [F:1][C:2]1[CH:9]=[C:8]([F:10])[CH:7]=[C:6]([F:11])[C:3]=1[CH:4]=O.[CH3:12][NH:13][NH2:14]. (2) Reactant: Cl[C:2]1[C:3]([C:11]([NH2:13])=[O:12])=[N:4][C:5]([CH2:9][CH3:10])=[C:6](Cl)[N:7]=1.[Cl:14][C:15]1[CH:16]=[C:17]([CH:19]=[CH:20][C:21]=1[S:22]([CH3:25])(=[O:24])=[O:23])[NH2:18].CN1C(=O)CCC1.[NH2:33][C@H:34]1[CH2:39][CH2:38][C@H:37]([OH:40])[CH2:36][CH2:35]1. Product: [Cl:14][C:15]1[CH:16]=[C:17]([NH:18][C:2]2[C:3]([C:11]([NH2:13])=[O:12])=[N:4][C:5]([CH2:9][CH3:10])=[C:6]([NH:33][C@H:34]3[CH2:39][CH2:38][C@H:37]([OH:40])[CH2:36][CH2:35]3)[N:7]=2)[CH:19]=[CH:20][C:21]=1[S:22]([CH3:25])(=[O:24])=[O:23]. The catalyst class is: 336. (3) Product: [CH2:35]([C:32]1[CH:33]=[CH:34][C:29]([S:26]([NH:25][CH:22]2[CH2:21][CH2:20][N:19]([C:18]3[C:13]4[CH:12]=[C:11]([C:37]5[CH:38]=[N:39][N:40]([CH3:42])[CH:41]=5)[NH:10][C:14]=4[N:15]=[CH:16][N:17]=3)[CH2:24][CH2:23]2)(=[O:27])=[O:28])=[CH:30][CH:31]=1)[CH3:36]. Reactant: C1(S([N:10]2[C:14]3[N:15]=[CH:16][N:17]=[C:18]([N:19]4[CH2:24][CH2:23][CH:22]([NH:25][S:26]([C:29]5[CH:34]=[CH:33][C:32]([CH2:35][CH3:36])=[CH:31][CH:30]=5)(=[O:28])=[O:27])[CH2:21][CH2:20]4)[C:13]=3[CH:12]=[C:11]2[C:37]2[CH:38]=[N:39][N:40]([CH3:42])[CH:41]=2)(=O)=O)C=CC=CC=1.[OH-].[K+]. The catalyst class is: 36. (4) Reactant: [NH2:1][CH:2]([C:5]1[CH:10]=[CH:9][C:8]([NH:11][C:12]([NH:14][C:15]2[CH:20]=[CH:19][C:18]([Cl:21])=[CH:17][CH:16]=2)=[O:13])=[CH:7][CH:6]=1)[CH2:3][OH:4].C([O-])(=O)C.[Na+].[N:27]#[C:28]Br.N. Product: [NH2:27][C:28]1[O:4][CH2:3][CH:2]([C:5]2[CH:6]=[CH:7][C:8]([NH:11][C:12]([NH:14][C:15]3[CH:16]=[CH:17][C:18]([Cl:21])=[CH:19][CH:20]=3)=[O:13])=[CH:9][CH:10]=2)[N:1]=1. The catalyst class is: 5. (5) Reactant: [NH2:1][C:2]1[N:7]=[C:6]([C:8]2[O:9][CH:10]=[CH:11][CH:12]=2)[C:5]([C:13]#[N:14])=[C:4](SC)[N:3]=1.[NH:17]1[CH2:22][CH2:21][CH2:20][CH2:19][CH2:18]1. Product: [NH2:1][C:2]1[N:7]=[C:6]([C:8]2[O:9][CH:10]=[CH:11][CH:12]=2)[C:5]([C:13]#[N:14])=[C:4]([N:17]2[CH2:22][CH2:21][CH2:20][CH2:19][CH2:18]2)[N:3]=1. The catalyst class is: 8.